The task is: Predict which catalyst facilitates the given reaction.. This data is from Catalyst prediction with 721,799 reactions and 888 catalyst types from USPTO. (1) Reactant: [OH:1][CH2:2][C:3]1[NH:11][C:10]2[C:9](=[O:12])[NH:8][C:7](=[O:13])[N:6]([CH3:14])[C:5]=2[N:4]=1.C([O-])([O-])=O.[Na+].[Na+].Br[CH2:22][C:23]1[CH:28]=[CH:27][C:26]([C:29]([F:32])([F:31])[F:30])=[CH:25][CH:24]=1. Product: [OH:1][CH2:2][C:3]1[N:11]([CH2:22][C:23]2[CH:24]=[CH:25][C:26]([C:29]([F:30])([F:31])[F:32])=[CH:27][CH:28]=2)[C:10]2[C:9](=[O:12])[NH:8][C:7](=[O:13])[N:6]([CH3:14])[C:5]=2[N:4]=1. The catalyst class is: 16. (2) The catalyst class is: 6. Reactant: [O:1]1[CH2:6][CH2:5][CH:4]([C:7](Cl)=[O:8])[CH2:3][CH2:2]1.[CH2:10]([NH:12][CH2:13][CH3:14])[CH3:11].C1(C)C=CC=CC=1. Product: [CH2:10]([N:12]([CH2:13][CH3:14])[C:7]([CH:4]1[CH2:5][CH2:6][O:1][CH2:2][CH2:3]1)=[O:8])[CH3:11]. (3) Reactant: [Br:1][C:2]1[CH:7]=[CH:6][C:5]([OH:8])=[CH:4][C:3]=1[CH:9]([CH3:11])[CH3:10].Cl[Si:13]([C:16]([CH3:19])([CH3:18])[CH3:17])([CH3:15])[CH3:14].N1C=CN=C1. Product: [Br:1][C:2]1[CH:7]=[CH:6][C:5]([O:8][Si:13]([C:16]([CH3:19])([CH3:18])[CH3:17])([CH3:15])[CH3:14])=[CH:4][C:3]=1[CH:9]([CH3:11])[CH3:10]. The catalyst class is: 18. (4) Reactant: [OH-].[K+].[C:3]([C:6]1[N:11]=[C:10]([C:12]2[CH:17]=[CH:16][C:15]([C:18]3[CH:23]=[CH:22][C:21]([CH2:24][C:25]([NH:27][C:28]([CH3:34])([CH3:33])[C:29]([O:31]C)=[O:30])=[O:26])=[CH:20][C:19]=3[Cl:35])=[CH:14][CH:13]=2)[C:9]([CH3:36])=[N:8][C:7]=1[CH3:37])(=[O:5])[NH2:4]. Product: [C:3]([C:6]1[N:11]=[C:10]([C:12]2[CH:17]=[CH:16][C:15]([C:18]3[CH:23]=[CH:22][C:21]([CH2:24][C:25]([NH:27][C:28]([CH3:33])([CH3:34])[C:29]([OH:31])=[O:30])=[O:26])=[CH:20][C:19]=3[Cl:35])=[CH:14][CH:13]=2)[C:9]([CH3:36])=[N:8][C:7]=1[CH3:37])(=[O:5])[NH2:4]. The catalyst class is: 218.